This data is from NCI-60 drug combinations with 297,098 pairs across 59 cell lines. The task is: Regression. Given two drug SMILES strings and cell line genomic features, predict the synergy score measuring deviation from expected non-interaction effect. (1) Drug 1: C1=NC2=C(N1)C(=S)N=C(N2)N. Drug 2: CCC1(C2=C(COC1=O)C(=O)N3CC4=CC5=C(C=CC(=C5CN(C)C)O)N=C4C3=C2)O.Cl. Cell line: SF-295. Synergy scores: CSS=41.1, Synergy_ZIP=-0.782, Synergy_Bliss=-1.39, Synergy_Loewe=1.80, Synergy_HSA=3.67. (2) Drug 1: C1=CC=C(C(=C1)C(C2=CC=C(C=C2)Cl)C(Cl)Cl)Cl. Drug 2: N.N.Cl[Pt+2]Cl. Cell line: SK-MEL-2. Synergy scores: CSS=63.3, Synergy_ZIP=-0.638, Synergy_Bliss=-5.64, Synergy_Loewe=-15.1, Synergy_HSA=2.28. (3) Drug 1: C(=O)(N)NO. Drug 2: C1CN(P(=O)(OC1)NCCCl)CCCl. Cell line: A549. Synergy scores: CSS=0.0165, Synergy_ZIP=-0.204, Synergy_Bliss=-0.300, Synergy_Loewe=-0.723, Synergy_HSA=-0.852.